From a dataset of Forward reaction prediction with 1.9M reactions from USPTO patents (1976-2016). Predict the product of the given reaction. (1) Given the reactants [C:1]1([CH2:7][CH2:8][C:9]2[NH:21][C:12]3[N:13]=[CH:14][CH:15]=[C:16]([C:17]([NH:19][NH2:20])=[O:18])[C:11]=3[CH:10]=2)[CH:6]=[CH:5][CH:4]=[CH:3][CH:2]=1.[C:22]([O-])([O-])(OCC)[CH3:23], predict the reaction product. The product is: [CH3:22][C:23]1[O:18][C:17]([C:16]2[CH:15]=[CH:14][N:13]=[C:12]3[NH:21][C:9]([CH2:8][CH2:7][C:1]4[CH:6]=[CH:5][CH:4]=[CH:3][CH:2]=4)=[CH:10][C:11]=23)=[N:19][N:20]=1. (2) Given the reactants [NH2:1][CH:2]([C:13]1[CH:14]=[N:15][N:16]2[CH2:21][CH2:20][CH2:19][NH:18][C:17]=12)[CH2:3][CH2:4][NH:5][C:6](=[O:12])[O:7][C:8]([CH3:11])([CH3:10])[CH3:9].FC(F)(F)S(N=[C:28]([NH:37][C:38](=[O:44])[O:39][C:40]([CH3:43])([CH3:42])[CH3:41])[NH:29][C:30](=[O:36])[O:31][C:32]([CH3:35])([CH3:34])[CH3:33])(=O)=O.C(OCC)(=O)C, predict the reaction product. The product is: [C:40]([O:39][C:38]([N:37]=[C:28]([NH:29][C:30]([O:31][C:32]([CH3:35])([CH3:34])[CH3:33])=[O:36])[NH:1][CH:2]([C:13]1[CH:14]=[N:15][N:16]2[CH2:21][CH2:20][CH2:19][NH:18][C:17]=12)[CH2:3][CH2:4][NH:5][C:6](=[O:12])[O:7][C:8]([CH3:11])([CH3:10])[CH3:9])=[O:44])([CH3:43])([CH3:42])[CH3:41]. (3) Given the reactants [CH:1]([NH:14][C:15]([C:17]1[C:18]([OH:28])=[N:19][C:20]([N:23]2[CH:27]=[CH:26][CH:25]=[N:24]2)=[N:21][CH:22]=1)=[O:16])([C:8]1[CH:13]=[CH:12][CH:11]=[CH:10][CH:9]=1)[C:2]1[CH:7]=[CH:6][CH:5]=[CH:4][CH:3]=1.O=[N+]([O-])[O-].[O-][N+](=O)[O-].[O-][N+](=O)[O-].[O-][N+](=O)[O-].[O-][N+](=O)[O-].[O-][N+](=O)[O-].[Ce+4].[NH4+].[NH4+].[I:56]I, predict the reaction product. The product is: [CH:1]([NH:14][C:15]([C:17]1[C:18]([OH:28])=[N:19][C:20]([N:23]2[CH:27]=[C:26]([I:56])[CH:25]=[N:24]2)=[N:21][CH:22]=1)=[O:16])([C:8]1[CH:9]=[CH:10][CH:11]=[CH:12][CH:13]=1)[C:2]1[CH:7]=[CH:6][CH:5]=[CH:4][CH:3]=1. (4) Given the reactants [CH2:1]([O:19][C:20]1C=CC(CCO)=CC=1)CCCCCCCCCCCCCCCCC.[CH3:29][O:30][C:31](=[O:96])[CH2:32][C:33]1[CH:38]=[C:37]([O:39][CH2:40][CH2:41][CH2:42][CH2:43][CH2:44][CH2:45][CH2:46][CH2:47][CH2:48][CH2:49][CH2:50][CH2:51][CH2:52][CH2:53][CH2:54][CH2:55][CH2:56][CH3:57])[C:36]([O:58][CH2:59][CH2:60][CH2:61][CH2:62][CH2:63][CH2:64][CH2:65][CH2:66][CH2:67][CH2:68][CH2:69][CH2:70][CH2:71][CH2:72][CH2:73][CH2:74][CH2:75][CH3:76])=[C:35]([O:77][CH2:78][CH2:79][CH2:80][CH2:81][CH2:82][CH2:83][CH2:84][CH2:85][CH2:86][CH2:87][CH2:88][CH2:89][CH2:90][CH2:91][CH2:92][CH2:93][CH2:94][CH3:95])[CH:34]=1.[H-].[H-].[H-].[H-].[Li+].[Al+3].C1C[O:106]CC1, predict the reaction product. The product is: [CH2:78]([O:77][C:35]1[CH:34]=[C:33]([CH:32]([C:1]([O:19][CH3:20])=[O:106])[C:31]([O:30][CH3:29])=[O:96])[CH:38]=[C:37]([O:39][CH2:40][CH2:41][CH2:42][CH2:43][CH2:44][CH2:45][CH2:46][CH2:47][CH2:48][CH2:49][CH2:50][CH2:51][CH2:52][CH2:53][CH2:54][CH2:55][CH2:56][CH3:57])[C:36]=1[O:58][CH2:59][CH2:60][CH2:61][CH2:62][CH2:63][CH2:64][CH2:65][CH2:66][CH2:67][CH2:68][CH2:69][CH2:70][CH2:71][CH2:72][CH2:73][CH2:74][CH2:75][CH3:76])[CH2:79][CH2:80][CH2:81][CH2:82][CH2:83][CH2:84][CH2:85][CH2:86][CH2:87][CH2:88][CH2:89][CH2:90][CH2:91][CH2:92][CH2:93][CH2:94][CH3:95].